From a dataset of Experimentally validated miRNA-target interactions with 360,000+ pairs, plus equal number of negative samples. Binary Classification. Given a miRNA mature sequence and a target amino acid sequence, predict their likelihood of interaction. (1) The miRNA is mmu-miR-148b-3p with sequence UCAGUGCAUCACAGAACUUUGU. The protein sequence of the target gene is MAPAQRPLLPLLLLLLPLRARNEDPARANADRYAVYWNRSNPRFQVSAVGDGGGYTVEVSINDYLDIYCPHYGAPLPPAERMERYILYMVNGEGHASCDHRQRGFKRWECNRPAAPGGPLKFSEKFQLFTPFSLGFEFRPGHEYYYISATPPNLVDRPCLRLKVYVRPTNETLYEAPEPIFTSNSSCSGLGGCHLFLTTVPVLWSLLGS. Result: 0 (no interaction). (2) The miRNA is mmu-miR-301b-3p with sequence CAGUGCAAUGGUAUUGUCAAAGC. The protein sequence of the target gene is MDAFIRVANQSQGRDRLFRATQHACMLLRYLLESKADKEAVVLKLKRLETSVSTGRKWFRLGNVFHAIQATEQSIQAADLAPRLCLTLANLNRVVYYICDTVLWAKSVGLTSGVNREKWQRWAARHYYYFLLLSLVRDLYEILLQMGQVARDRAKREKSSRDPPKYSVANEETEWLQSFLLLLFQSLKRHPPLLLDTVKNFCDILIPLNQLGIYKSNLGVVGLGGLISSLAGLLTVVYPQLKLKAR. Result: 1 (interaction). (3) The miRNA is hsa-miR-3925-5p with sequence AAGAGAACUGAAAGUGGAGCCU. The protein sequence of the target gene is MNKSLGPVSFKDVAVDFTQEEWQQLDPEQKITYRDVMLENYSNLVSVGYHIIKPDVISKLEQGEEPWIVEGEFLLQSYPDEVWQTDDLIERIQEEENKPSRQTVFIETLIEERGNVPGKTFDVETNPVPSRKIAYKNSLCDSCEKCLTSVSEYISSDGSYARMKADECSGCGKSLLHIKLEKTHPGDQAYEFNQNGEPYTLNEESLYQKIRILEKPFEYIECQKAFQKDTVFVNHMEEKPYKWNGSEIAFLQMSDLTVHQTSHMEMKPYECSECGKSFCKKSKFIIHQRTHTGEKPYECN.... Result: 1 (interaction). (4) The miRNA is hsa-miR-20a-5p with sequence UAAAGUGCUUAUAGUGCAGGUAG. The protein sequence of the target gene is MGNEASYPLEMCSHFDADEIKRLGKRFKKLDLDNSGSLSVEEFMSLPELQQNPLVQRVIDIFDTDGNGEVDFKEFIEGVSQFSVKGDKEQKLRFAFRIYDMDKDGYISNGELFQVLKMMVGNNLKDTQLQQIVDKTIINADKDGDGRISFEEFCAVVGGLDIHKKMVVDV. Result: 1 (interaction). (5) The miRNA is hsa-miR-3155b with sequence CCAGGCUCUGCAGUGGGA. The protein sequence of the target gene is MASLFRSYLPAIWLLLSQLLRESLAAELRGCGPRFGKHLLSYCPMPEKTFTTTPGGWLLESGRPKEMVSTSNNKDGQALGTTSEFIPNLSPELKKPLSEGQPSLKKIILSRKKRSGRHRFDPFCCEVICDDGTSVKLCT. Result: 0 (no interaction). (6) The miRNA is hsa-miR-539-3p with sequence AUCAUACAAGGACAAUUUCUUU. The protein sequence of the target gene is MGSEKEQRPEAHLPEEGEGAKPWRVDGSKDSQITPREDHGQESLLAGLHGTHPPKTRQKVTAQAGGPGDPMLFSSPETDEKLFICAQCGKTFNNTSNLRTHQRIHTGEKPYKCSECGKSFSRSSNRIRHERIHLEEKHYQCAKCQESFRRRSDLTTHQQDHLGQRPYRCDICGKSFTQSSTLAVHHRTHLEPAPYICCECGKSFSNSSSFGVHHRTHTGERPYECTECGRTFSDISNFGAHQRTHRGEKPYRCTLCGKHFSRSSNLIRHQKTHLGEQDEKDFS. Result: 0 (no interaction). (7) The miRNA is hsa-miR-3666 with sequence CAGUGCAAGUGUAGAUGCCGA. The protein sequence of the target gene is MAELGAGGDGHRGGDGAVRSETAPDSYKVQDKKNASSRPASAISGQNNNHSGNKPDPPPVLRVDDRQRLARERREEREKQLAAREIVWLEREERARQHYEKHLEERKKRLEEQRQKEERRRAAVEEKRRQRLEEDKERHEAVVRRTMERSQKPKQKHNRWSWGGSLHGSPSIHSADPDRRSVSTMNLSKYVDPVISKRLSSSSATLLNSPDRARRLQLSPWESSVVNRLLTPTHSFLARSKSTAALSGEAASCSPIIMPYKAAHSRNSMDRPKLFVTPPEGSSRRRIIHGTASYKKERER.... Result: 1 (interaction).